From a dataset of Reaction yield outcomes from USPTO patents with 853,638 reactions. Predict the reaction yield, written as a fraction of the theoretical maximum amount of product (1.0 means a 100% yield; for example, 0.34 means a 34% yield). (1) The yield is 0.430. The reactants are [Cl:1][C:2]1[CH:7]=[CH:6][CH:5]=[CH:4][C:3]=1[C:8]1[N:9]([C:24]2[CH:29]=[CH:28][C:27]([Cl:30])=[CH:26][CH:25]=2)[C:10]2[C:15]([N:16]=1)=[C:14]([NH:17][CH:18]1[CH2:23][CH2:22][NH:21][CH2:20][CH2:19]1)[N:13]=[CH:12][N:11]=2.[C:31](OC(=O)C)(=[O:33])[CH3:32]. The product is [Cl:1][C:2]1[CH:7]=[CH:6][CH:5]=[CH:4][C:3]=1[C:8]1[N:9]([C:24]2[CH:25]=[CH:26][C:27]([Cl:30])=[CH:28][CH:29]=2)[C:10]2[C:15]([N:16]=1)=[C:14]([NH:17][CH:18]1[CH2:23][CH2:22][N:21]([C:31](=[O:33])[CH3:32])[CH2:20][CH2:19]1)[N:13]=[CH:12][N:11]=2. The catalyst is N1C=CC=CC=1. (2) The reactants are [C:1]([C:5]1[CH:11]=[CH:10][C:9]([N+:12]([O-:14])=[O:13])=[CH:8][C:6]=1N)([CH3:4])([CH3:3])[CH3:2].N([O-])=[O:16].[Na+].NC(N)=O.OS(O)(=O)=O.O. The catalyst is OS(O)(=O)=O.O. The product is [C:1]([C:5]1[CH:11]=[CH:10][C:9]([N+:12]([O-:14])=[O:13])=[CH:8][C:6]=1[OH:16])([CH3:4])([CH3:3])[CH3:2]. The yield is 0.620.